The task is: Predict the reactants needed to synthesize the given product.. This data is from Full USPTO retrosynthesis dataset with 1.9M reactions from patents (1976-2016). (1) The reactants are: [Br:1][C:2]1[CH:3]=[N:4][C:5]2[N:6]([N:8]=[C:9]([C:11]([OH:13])=O)[CH:10]=2)[CH:7]=1.[S:14]1[C:23]2[CH2:22][CH2:21][NH:20][CH2:19][CH2:18][C:17]=2[N:16]=[CH:15]1. Given the product [Br:1][C:2]1[CH:3]=[N:4][C:5]2[N:6]([N:8]=[C:9]([C:11]([N:20]3[CH2:21][CH2:22][C:23]4[S:14][CH:15]=[N:16][C:17]=4[CH2:18][CH2:19]3)=[O:13])[CH:10]=2)[CH:7]=1, predict the reactants needed to synthesize it. (2) Given the product [Cl:1][C:2]1[N:11]=[C:10]2[C:5]([C:6](=[O:18])[C:7]([C:15]([O:17][CH2:20][C:21]3[CH:26]=[CH:25][CH:24]=[CH:23][CH:22]=3)=[O:16])=[CH:8][N:9]2[CH:12]2[CH2:14][CH2:13]2)=[CH:4][C:3]=1[F:19], predict the reactants needed to synthesize it. The reactants are: [Cl:1][C:2]1[N:11]=[C:10]2[C:5]([C:6](=[O:18])[C:7]([C:15]([OH:17])=[O:16])=[CH:8][N:9]2[CH:12]2[CH2:14][CH2:13]2)=[CH:4][C:3]=1[F:19].[CH2:20](Br)[C:21]1[CH:26]=[CH:25][CH:24]=[CH:23][CH:22]=1.C([O-])([O-])=O.[K+].[K+]. (3) Given the product [CH3:16][C:17]1[S:21][C:20]([S:22]([N:9]2[CH2:8][CH2:7][C:6]3([C:4](=[O:5])[N:26]([C:27]4[CH:32]=[CH:31][C:30]([O:33][S:34]([CH3:37])(=[O:36])=[O:35])=[CH:29][CH:28]=4)[CH2:13][CH2:12]3)[CH2:11][CH2:10]2)(=[O:24])=[O:23])=[CH:19][CH:18]=1, predict the reactants needed to synthesize it. The reactants are: C(O[C:4]([C:6]1([CH2:12][CH2:13]OC)[CH2:11][CH2:10][NH:9][CH2:8][CH2:7]1)=[O:5])C.[CH3:16][C:17]1[S:21][C:20]([S:22](Cl)(=[O:24])=[O:23])=[CH:19][CH:18]=1.[NH2:26][C:27]1[CH:32]=[CH:31][C:30]([O:33][S:34]([CH3:37])(=[O:36])=[O:35])=[CH:29][CH:28]=1. (4) Given the product [CH:13]1([N:10]2[CH2:9][C:8]3([CH2:20][CH2:19]3)[C:7](=[O:21])[N:6]([CH3:22])[C:5]3[CH:4]=[N:3][C:2]([NH:23][C:24]4[CH:39]=[CH:38][C:27]([C:28]([NH:30][CH:31]5[CH2:32][CH2:33][N:34]([CH3:37])[CH2:35][CH2:36]5)=[O:29])=[CH:26][C:25]=4[F:40])=[N:12][C:11]2=3)[CH2:18][CH2:17][CH2:16][CH2:15][CH2:14]1, predict the reactants needed to synthesize it. The reactants are: Cl[C:2]1[N:3]=[CH:4][C:5]2[N:6]([CH3:22])[C:7](=[O:21])[C:8]3([CH2:20][CH2:19]3)[CH2:9][N:10]([CH:13]3[CH2:18][CH2:17][CH2:16][CH2:15][CH2:14]3)[C:11]=2[N:12]=1.[NH2:23][C:24]1[CH:39]=[CH:38][C:27]([C:28]([NH:30][CH:31]2[CH2:36][CH2:35][N:34]([CH3:37])[CH2:33][CH2:32]2)=[O:29])=[CH:26][C:25]=1[F:40].O.C1(C)C=CC(S(O)(=O)=O)=CC=1.